This data is from Drug-target binding data from BindingDB using IC50 measurements. The task is: Regression. Given a target protein amino acid sequence and a drug SMILES string, predict the binding affinity score between them. We predict pIC50 (pIC50 = -log10(IC50 in M); higher means more potent). Dataset: bindingdb_ic50. (1) The small molecule is COc1cc(O)c(-c2c(C)cc(O)c3c2Cc2cccc(O)c2C3=O)c(O)c1C(C)=O. The target protein sequence is MSNLVLYTLHLSPPCRAVELTAKALGLELEQKTINLLTGDHLKPEFVKLNPQHTIPVLDDNGTIITESHAIMIYLVTKYGKDDSLYPKDPVKQARVNSALHFESGVLFARMRFNFERILFFGKSDIPEDRVEYVQKSYELLEDTLVDDFVAGPTMTIADFSCISTISSIMGVVPLEQSKHPRIYAWIDRLKQLPYYEEANGGGGTDLGKFVLAKKEENAKA. The pIC50 is 5.5. (2) The drug is O=c1cc(N2CCOCC2)nc(Cc2nc3c(-c4ccccc4)cccc3o2)[nH]1. The pIC50 is 7.7. The target protein (P42338) has sequence MCFSFIMPPAMADILDIWAVDSQIASDGSIPVDFLLPTGIYIQLEVPREATISYIKQMLWKQVHNYPMFNLLMDIDSYMFACVNQTAVYEELEDETRRLCDVRPFLPVLKLVTRSCDPGEKLDSKIGVLIGKGLHEFDSLKDPEVNEFRRKMRKFSEEKILSLVGLSWMDWLKQTYPPEHEPSIPENLEDKLYGGKLIVAVHFENCQDVFSFQVSPNMNPIKVNELAIQKRLTIHGKEDEVSPYDYVLQVSGRVEYVFGDHPLIQFQYIRNCVMNRALPHFILVECCKIKKMYEQEMIAIEAAINRNSSNLPLPLPPKKTRIISHVWENNNPFQIVLVKGNKLNTEETVKVHVRAGLFHGTELLCKTIVSSEVSGKNDHIWNEPLEFDINICDLPRMARLCFAVYAVLDKVKTKKSTKTINPSKYQTIRKAGKVHYPVAWVNTMVFDFKGQLRTGDIILHSWSSFPDELEEMLNPMGTVQTNPYTENATALHVKFPENKK.... (3) The small molecule is C[C@@H]1O[C@@H](O[C@H]2[C@H](OC(=O)[C@]34CCC(C)(C)C[C@H]3C3=CC[C@@H]5[C@@]6(C)C[C@H](O)[C@H](O[C@@H]7O[C@H](C(=O)O)[C@@H](O)[C@H](O)[C@H]7O)[C@@](C)(C(=O)O)[C@@H]6CC[C@@]5(C)[C@]3(C)C[C@H]4O)O[C@@H](C)[C@H](O)[C@H]2O)[C@H](O)[C@H](O)[C@H]1O. The target protein (P15445) has sequence NLYQFKNMIKCTVPSRSWWDFADYGCYCGRGGSGTPVDDLDRCCQVHDNCYNEAEKISGCWPYFKTYSYECSQGTLTCKGDNNACAASVCDCDRLAAICFAGAPYNDNNYNIDLKARCQ. The pIC50 is 3.3. (4) The drug is Cc1cc(C#N)ccc1C1CCN(S(=O)(=O)CC2(C(=O)NO)CCN(C(=O)OC[C@@H]3CCCN3)CC2)CC1. The target protein (O14672) has sequence MVLLRVLILLLSWAAGMGGQYGNPLNKYIRHYEGLSYNVDSLHQKHQRAKRAVSHEDQFLRLDFHAHGRHFNLRMKRDTSLFSDEFKVETSNKVLDYDTSHIYTGHIYGEEGSFSHGSVIDGRFEGFIQTRGGTFYVEPAERYIKDRTLPFHSVIYHEDDINYPHKYGPQGGCADHSVFERMRKYQMTGVEEVTQIPQEEHAANGPELLRKKRTTSAEKNTCQLYIQTDHLFFKYYGTREAVIAQISSHVKAIDTIYQTTDFSGIRNISFMVKRIRINTTADEKDPTNPFRFPNIGVEKFLELNSEQNHDDYCLAYVFTDRDFDDGVLGLAWVGAPSGSSGGICEKSKLYSDGKKKSLNTGIITVQNYGSHVPPKVSHITFAHEVGHNFGSPHDSGTECTPGESKNLGQKENGNYIMYARATSGDKLNNNKFSLCSIRNISQVLEKKRNNCFVESGQPICGNGMVEQGEECDCGYSDQCKDECCFDANQPEGRKCKLKPG.... The pIC50 is 8.2. (5) The pIC50 is 4.3. The compound is N[C@]1(C(=O)O)C[C@H](C(=O)O)N(C(C(=O)O)c2ccccc2)C1. The target protein (P31421) has sequence MESLLGFLALLLLWGAVAEGPAKKVLTLEGDLVLGGLFPVHQKGGPAEECGPVNEHRGIQRLEAMLFALDRINRDPHLLPGVRLGAHILDSCSKDTHALEQALDFVRASLSRGADGSRHICPDGSYATHSDAPTAVTGVIGGSYSDVSIQVANLLRLFQIPQISYASTSAKLSDKSRYDYFARTVPPDFFQAKAMAEILRFFNWTYVSTVASEGDYGETGIEAFELEARARNICVATSEKVGRAMSRAAFEGVVRALLQKPSARVAVLFTRSEDARELLAATQRLNASFTWVASDGWGALESVVAGSERAAEGAITIELASYPISDFASYFQSLDPWNNSRNPWFREFWEERFHCSFRQRDCAAHSLRAVPFEQESKIMFVVNAVYAMAHALHNMHRALCPNTTHLCDAMRPVNGRRLYKDFVLNVKFDAPFRPADTDDEVRFDRFGDGIGRYNIFTYLRAGSGRYRYQKVGYWAEGLTLDTSFIPWASPSAGPLPASRC.... (6) The small molecule is CCC(Oc1ccc2c(c1)S(=O)(=O)NC(c1c(O)c(-c3cccs3)nn(CCC(C)C)c1=O)=N2)C(N)=O. The target protein (P26663) has sequence MSTNPKPQRKTKRNTNRRPQDVKFPGGGQIVGGVYLLPRRGPRLGVRAPRKTSERSQPRGRRQPIPKARRPEGRTWAQPGYPWPLYGNEGLGWAGWLLSPRGSRPSWGPTDPRRRSRNLGKVIDTLTCGFADLMGYIPLVGAPLGGAARALAHGVRVLEDGVNYATGNLPGCSFSIFLLALLSCLTTPASAYEVHNVSGIYHVTNDCSNASIVYEAADLIMHTPGCVPCVREGNSSRCWVALTPTLAARNVTIPTTTIRRHVDLLVGAAAFCSAMYVGDLCGSVFLVSQLFTFSPRRHVTLQDCNCSIYPGHVSGHRMAWDMMMNWSPTTALVVSQLLRIPQAVVDMVAGAHWGVLAGLAYYSMAGNWAKVLIVMLLFAGVDGDTHVTGGAQAKTTNRLVSMFASGPSQKIQLINTNGSWHINRTALNCNDSLQTGFLAALFYTHSFNSSGCPERMAQCRTIDKFDQGWGPITYAESSRSDQRPYCWHYPPPQCTIVPAS.... The pIC50 is 5.8. (7) The drug is O=C(Nc1nc2cccc(-c3ccc(C(=O)N4CCC(F)(F)C4)cc3)n2n1)C1CC1. The target protein sequence is EQNPDIVSEKKPATEVDPTHFEKRFLKRIRDLGEGHFGKVELCRYDPEGDNTGEQVAVKSLKPESGGNHIADLKKEIEILRNLYHENIVKYKGICTEDGGNGIKLIMEFLPSGSLKEYLPKNKNKINLKQQLKYAVQICKGMDYLGSRQYVHRDLAARNVLVESEHQVKIGDFGLTKAIETDKEYYTVKDDRDSPVFWYAPECLMQSKFYIASDVWSFGVTLHELLTYCDSDSSPMALFLKMIGPTHGQMTVTRLVNTLKEGKRLPCPPNCPDEVYQLMRKCWEFQPSNRTSFQNLIEGFEALLK. The pIC50 is 7.0. (8) The compound is CC(C)Nc1cccnc1N1CCN(C(=O)c2cc3cc(NS(C)(=O)=O)ccc3[nH]2)CC1. The target protein (P40925) has sequence MSEPIRVLVTGAAGQIAYSLLYSIGNGSVFGKDQPIILVLLDITPMMGVLDGVLMELQDCALPLLKDVIATDKEDVAFKDLDVAILVGSMPRREGMERKDLLKANVKIFKSQGAALDKYAKKSVKVIVVGNPANTNCLTASKSAPSIPKENFSCLTRLDHNRAKAQIALKLGVTANDVKNVIIWGNHSSTQYPDVNHAKVKLQGKEVGVYEALKDDSWLKGEFVTTVQQRGAAVIKARKLSSAMSAAKAICDHVRDIWFGTPEGEFVSMGVISDGNSYGVPDDLLYSFPVVIKNKTWKFVEGLPINDFSREKMDLTAKELTEEKESAFEFLSSA. The pIC50 is 4.1. (9) The small molecule is O=C(Oc1ccc(Cl)cc1C(=O)c1cccc(Cl)c1Cl)c1ccccc1. The target protein (P00599) has sequence NLYQFKNMIHCTVPNRPWWHFANYGCYCGRGGKGTPVDDLDRCCQIHDKCYDEAEKISGCWPYIKTYTYESCQGTLTCKDGGKCAASVCDCDRVAANCFARATYNDKNYNIDFNARCQ. The pIC50 is 4.3.